This data is from Catalyst prediction with 721,799 reactions and 888 catalyst types from USPTO. The task is: Predict which catalyst facilitates the given reaction. (1) Reactant: [CH:1]1[C:13]2[C:12](=O)[C:11]3[C:6](=[CH:7][CH:8]=[CH:9][CH:10]=3)[C:5]=2[C:4](C(Cl)=O)=[CH:3][CH:2]=1.C(OCCO)(=O)C1C=CC(C(OCCO)=[O:24])=CC=1.C(N(CC)CC)C. Product: [C:1]1(=[O:24])[C:13]2[C:5]([C:6]3[C:11]([CH:12]=2)=[CH:10][CH:9]=[CH:8][CH:7]=3)=[CH:4][CH:3]=[CH:2]1. The catalyst class is: 7. (2) Reactant: [NH2:1][C:2]1[CH:7]=[CH:6][C:5]([CH2:8]O)=[CH:4][C:3]=1[O:10][C:11]([F:14])([F:13])[F:12].[CH2:15]([O:17][C:18](=[O:34])[CH2:19][CH:20]([N:24]1[C:28]2[CH:29]=[CH:30][CH:31]=[CH:32][C:27]=2[NH:26][C:25]1=[O:33])[CH2:21][CH2:22][CH3:23])[CH3:16].C1(P(C2C=CC=CC=2)C2C=CC=CC=2)C=CC=CC=1.CC(OC(/N=N/C(OC(C)C)=O)=O)C. Product: [CH2:15]([O:17][C:18](=[O:34])[CH2:19][CH:20]([N:24]1[C:28]2[CH:29]=[CH:30][CH:31]=[CH:32][C:27]=2[N:26]([CH2:8][C:5]2[CH:6]=[CH:7][C:2]([NH2:1])=[C:3]([O:10][C:11]([F:14])([F:13])[F:12])[CH:4]=2)[C:25]1=[O:33])[CH2:21][CH2:22][CH3:23])[CH3:16]. The catalyst class is: 7. (3) Reactant: [Br:1][C:2]1[CH:10]=[C:9]2[C:5]([CH2:6][C:7]3([CH2:24][CH2:23][CH:22]([O:25][CH3:26])[CH2:21][CH2:20]3)[C:8]2([NH:13]S(C(C)(C)C)=O)[CH:11]=[CH2:12])=[CH:4][CH:3]=1.Cl.O.[OH-].[K+]. Product: [Br:1][C:2]1[CH:10]=[C:9]2[C:5]([CH2:6][C:7]3([CH2:24][CH2:23][CH:22]([O:25][CH3:26])[CH2:21][CH2:20]3)[C:8]2([CH:11]=[CH2:12])[NH2:13])=[CH:4][CH:3]=1. The catalyst class is: 12. (4) Reactant: [F:1][C:2]1[CH:7]=[CH:6][C:5]([O:8][CH3:9])=[CH:4][C:3]=1[C:10]1[CH:15]=[CH:14][C:13]([OH:16])=[CH:12][C:11]=1[CH2:17][C:18]([CH3:21])([CH3:20])[CH3:19].[CH:22]1([CH:25]([C:32]2[CH:37]=[CH:36][CH:35]=[C:34]([CH2:38]O)[CH:33]=2)[CH2:26][C:27]([O:29][CH2:30][CH3:31])=[O:28])[CH2:24][CH2:23]1.C1(P(C2C=CC=CC=2)C2C=CC=CC=2)C=CC=CC=1.N(C(OCC)=O)=NC(OCC)=O. Product: [CH:22]1([CH:25]([C:32]2[CH:37]=[CH:36][CH:35]=[C:34]([CH2:38][O:16][C:13]3[CH:14]=[CH:15][C:10]([C:3]4[CH:4]=[C:5]([O:8][CH3:9])[CH:6]=[CH:7][C:2]=4[F:1])=[C:11]([CH2:17][C:18]([CH3:21])([CH3:20])[CH3:19])[CH:12]=3)[CH:33]=2)[CH2:26][C:27]([O:29][CH2:30][CH3:31])=[O:28])[CH2:24][CH2:23]1. The catalyst class is: 182. (5) Reactant: C(Cl)(=O)C1C=CC=CC=1.[S-:10][C:11]#[N:12].[NH4+].[F:14][C:15]1[CH:16]=[C:17]([CH:19]=[CH:20][CH:21]=1)[NH2:18].[OH-].[Na+]. Product: [F:14][C:15]1[CH:16]=[C:17]([NH:18][C:11]([NH2:12])=[S:10])[CH:19]=[CH:20][CH:21]=1. The catalyst class is: 283. (6) Reactant: [CH3:1][C:2]1(C)[C:6](C)(C)OB(C(C)=C)O1.C(=O)([O-])[O-].[Na+].[Na+].Br[C:20]1[C:21]([N:42]2[CH2:47][CH2:46][CH2:45][C@@H:44]([NH:48][C:49]([O:51][C:52]([CH3:55])([CH3:54])[CH3:53])=[O:50])[CH2:43]2)=[C:22]2[C:28]([NH:29][C:30](=[O:34])[CH:31]([CH3:33])[CH3:32])=[CH:27][N:26]([C:35]([O:37][C:38]([CH3:41])([CH3:40])[CH3:39])=[O:36])[C:23]2=[N:24][CH:25]=1.CC#N.O. Product: [C:52]([O:51][C:49]([NH:48][C@@H:44]1[CH2:45][CH2:46][CH2:47][N:42]([C:21]2[C:20]([C:2]([CH3:6])=[CH2:1])=[CH:25][N:24]=[C:23]3[N:26]([C:35]([O:37][C:38]([CH3:41])([CH3:40])[CH3:39])=[O:36])[CH:27]=[C:28]([NH:29][C:30](=[O:34])[CH:31]([CH3:33])[CH3:32])[C:22]=23)[CH2:43]1)=[O:50])([CH3:54])([CH3:53])[CH3:55]. The catalyst class is: 77. (7) Reactant: [CH3:1][O:2][C:3]([C:5]1([C:18]2[CH:23]=[CH:22][C:21]([Cl:24])=[CH:20][CH:19]=2)[CH2:10][CH2:9][N:8](C(OC(C)(C)C)=O)[CH2:7][CH2:6]1)=[O:4]. Product: [ClH:24].[CH3:1][O:2][C:3]([C:5]1([C:18]2[CH:19]=[CH:20][C:21]([Cl:24])=[CH:22][CH:23]=2)[CH2:6][CH2:7][NH:8][CH2:9][CH2:10]1)=[O:4]. The catalyst class is: 89. (8) Reactant: [N:1]([C@@H:4]1[CH2:12][C@H:11]2[N:7]([CH2:8][CH2:9][CH2:10]2)[C:6]([CH3:14])([CH3:13])[CH2:5]1)=[N+]=[N-]. Product: [CH3:13][C:6]1([CH3:14])[CH2:5][C@H:4]([NH2:1])[CH2:12][C@H:11]2[N:7]1[CH2:8][CH2:9][CH2:10]2. The catalyst class is: 105. (9) Reactant: [Br:1][C:2]1[C:11]2[C:6](=[CH:7][C:8]([Br:12])=[CH:9][CH:10]=2)[CH:5]=[CH:4][C:3]=1[OH:13].C(=O)([O-])[O-].[K+].[K+].[Br:20][CH:21](Br)[CH3:22].O. Product: [Br:1][C:2]1[C:11]2[C:6](=[CH:7][C:8]([Br:12])=[CH:9][CH:10]=2)[CH:5]=[CH:4][C:3]=1[O:13][CH2:22][CH2:21][Br:20]. The catalyst class is: 60.